From a dataset of NCI-60 drug combinations with 297,098 pairs across 59 cell lines. Regression. Given two drug SMILES strings and cell line genomic features, predict the synergy score measuring deviation from expected non-interaction effect. Drug 1: C1=NC2=C(N1)C(=S)N=C(N2)N. Drug 2: C#CCC(CC1=CN=C2C(=N1)C(=NC(=N2)N)N)C3=CC=C(C=C3)C(=O)NC(CCC(=O)O)C(=O)O. Cell line: 786-0. Synergy scores: CSS=40.8, Synergy_ZIP=-7.04, Synergy_Bliss=-14.4, Synergy_Loewe=-11.9, Synergy_HSA=-11.3.